This data is from Catalyst prediction with 721,799 reactions and 888 catalyst types from USPTO. The task is: Predict which catalyst facilitates the given reaction. (1) Reactant: [C:1]1([CH3:32])[CH:6]=[CH:5][C:4]([C:7]2[C:8]([C:27]([O:29]CC)=[O:28])=[C:9]([NH:12][C:13](=[O:26])[C:14]3[CH:19]=[C:18]([O:20][CH3:21])[C:17]([O:22][CH3:23])=[C:16]([O:24][CH3:25])[CH:15]=3)[S:10][CH:11]=2)=[CH:3][CH:2]=1.[Li+].[OH-].OO.[OH-].[Na+]. Product: [C:1]1([CH3:32])[CH:6]=[CH:5][C:4]([C:7]2[C:8]([C:27]([OH:29])=[O:28])=[C:9]([NH:12][C:13](=[O:26])[C:14]3[CH:19]=[C:18]([O:20][CH3:21])[C:17]([O:22][CH3:23])=[C:16]([O:24][CH3:25])[CH:15]=3)[S:10][CH:11]=2)=[CH:3][CH:2]=1. The catalyst class is: 6. (2) Reactant: [F:1][C:2]1[CH:9]=[C:8]([OH:10])[CH:7]=[CH:6][C:3]=1[C:4]#[N:5].CCN(C(C)C)C(C)C.[CH3:20][Si:21]([CH2:24][CH2:25][O:26][CH2:27]Cl)([CH3:23])[CH3:22]. Product: [F:1][C:2]1[CH:9]=[C:8]([O:10][CH2:27][O:26][CH2:25][CH2:24][Si:21]([CH3:23])([CH3:22])[CH3:20])[CH:7]=[CH:6][C:3]=1[C:4]#[N:5]. The catalyst class is: 4. (3) Reactant: C([O:5][C:6]([N:8]1[CH2:13][CH2:12][C:11](=[C:14]([C:21]2[CH:26]=[CH:25][CH:24]=[CH:23][CH:22]=2)[C:15]2[O:16][C:17]([CH3:20])=[N:18][N:19]=2)[CH2:10][CH2:9]1)=O)(C)(C)C.[C:27](O)(C(F)(F)F)=O.Cl.[CH3:35][O:36][C:37]1[CH:45]=[N:44][C:43]([C:46]2[CH:47]=[CH:48][N:49](C)[N:50]=2)=[C:42]2[C:38]=1[C:39]([C:52](=[O:56])C(O)=O)=[CH:40][NH:41]2.C(N(CC)CC)(C)C.C1N(P(Cl)(N2C(=O)OCC2)=O)C(=O)OC1. Product: [C:21]1([C:14](=[C:11]2[CH2:10][CH2:9][N:8]([C:6](=[O:5])[C:52]([C:39]3[C:38]4[C:42](=[C:43]([C:46]5[CH:47]=[C:48]([CH3:27])[NH:49][N:50]=5)[N:44]=[CH:45][C:37]=4[O:36][CH3:35])[NH:41][CH:40]=3)=[O:56])[CH2:13][CH2:12]2)[C:15]2[O:16][C:17]([CH3:20])=[N:18][N:19]=2)[CH:22]=[CH:23][CH:24]=[CH:25][CH:26]=1. The catalyst class is: 2. (4) Reactant: [CH3:1][C:2]1[CH:7]=[CH:6][CH:5]=[C:4]([CH3:8])[N:3]=1.[CH2:9](N(CC)CC)C.C([Li])CCC.CI. Product: [CH2:1]([C:2]1[CH:7]=[CH:6][CH:5]=[C:4]([CH3:8])[N:3]=1)[CH3:9]. The catalyst class is: 392. (5) Reactant: [OH:1][CH2:2][C@@H:3]1[CH2:8][N:7]2[CH2:9][CH2:10][CH2:11][C@H:6]2[C:5](=[O:12])[N:4]1[CH3:13].C(N(CC)CC)C.[CH3:21][S:22](Cl)(=[O:24])=[O:23]. Product: [CH3:21][S:22]([O:1][CH2:2][C@@H:3]1[CH2:8][N:7]2[CH2:9][CH2:10][CH2:11][C@H:6]2[C:5](=[O:12])[N:4]1[CH3:13])(=[O:24])=[O:23]. The catalyst class is: 4.